From a dataset of Forward reaction prediction with 1.9M reactions from USPTO patents (1976-2016). Predict the product of the given reaction. (1) Given the reactants [C:1]([C:4]1[S:8][C:7](=[O:9])[N:6]([CH3:10])[C:5]=1[CH3:11])(=[O:3])[CH3:2].CO[CH:14](OC)[N:15]([CH3:17])[CH3:16], predict the reaction product. The product is: [CH3:14][N:15]([CH3:17])[CH:16]=[CH:2][C:1]([C:4]1[S:8][C:7](=[O:9])[N:6]([CH3:10])[C:5]=1[CH3:11])=[O:3]. (2) Given the reactants O.NN.[CH:4]1([CH2:7][O:8][C:9]2[CH:40]=[CH:39][C:12]([C:13]([NH:15][C:16]3[C:25]([F:26])=[C:24]4[C:19]([CH:20]=[C:21]([CH2:27][N:28]5C(=O)C6C(=CC=CC=6)C5=O)[CH:22]=[N:23]4)=[CH:18][CH:17]=3)=[O:14])=[CH:11][CH:10]=2)[CH2:6][CH2:5]1.C(OCC)(=O)C, predict the reaction product. The product is: [NH2:28][CH2:27][C:21]1[CH:22]=[N:23][C:24]2[C:19]([CH:20]=1)=[CH:18][CH:17]=[C:16]([NH:15][C:13](=[O:14])[C:12]1[CH:39]=[CH:40][C:9]([O:8][CH2:7][CH:4]3[CH2:5][CH2:6]3)=[CH:10][CH:11]=1)[C:25]=2[F:26]. (3) Given the reactants C([O-])([O-])=O.[K+].[K+].[CH3:19][C:18]([O:17][C:15](O[C:15]([O:17][C:18]([CH3:21])([CH3:20])[CH3:19])=[O:16])=[O:16])([CH3:21])[CH3:20].Cl.[NH2:23][C@@H:24]1[CH2:26][C@H:25]1[C:27]1[CH:32]=[CH:31][C:30]([OH:33])=[CH:29][CH:28]=1, predict the reaction product. The product is: [OH:33][C:30]1[CH:29]=[CH:28][C:27]([C@@H:25]2[CH2:26][C@H:24]2[NH:23][C:15](=[O:16])[O:17][C:18]([CH3:19])([CH3:20])[CH3:21])=[CH:32][CH:31]=1. (4) Given the reactants [F:1][C:2]1[CH:7]=[CH:6][C:5]([N:8]2[C:12]3([CH2:17][CH2:16][NH:15][CH2:14][CH2:13]3)[C:11](=[O:18])[N:10]([CH2:19][C:20]3[CH:21]=[C:22]([CH:30]=[CH:31][CH:32]=3)[C:23]([O:25][C:26]([CH3:29])([CH3:28])[CH3:27])=[O:24])[CH2:9]2)=[CH:4][CH:3]=1.[I-].[Na+].C(=O)(O)[O-].[K+].Cl[CH2:41][CH2:42][CH2:43][N:44]1[C:52]2[C:47](=[CH:48][CH:49]=[CH:50][CH:51]=2)[CH2:46][C:45]1=[O:53], predict the reaction product. The product is: [F:1][C:2]1[CH:3]=[CH:4][C:5]([N:8]2[C:12]3([CH2:13][CH2:14][N:15]([CH2:41][CH2:42][CH2:43][N:44]4[C:52]5[C:47](=[CH:48][CH:49]=[CH:50][CH:51]=5)[CH2:46][C:45]4=[O:53])[CH2:16][CH2:17]3)[C:11](=[O:18])[N:10]([CH2:19][C:20]3[CH:21]=[C:22]([CH:30]=[CH:31][CH:32]=3)[C:23]([O:25][C:26]([CH3:27])([CH3:28])[CH3:29])=[O:24])[CH2:9]2)=[CH:6][CH:7]=1.